This data is from NCI-60 drug combinations with 297,098 pairs across 59 cell lines. The task is: Regression. Given two drug SMILES strings and cell line genomic features, predict the synergy score measuring deviation from expected non-interaction effect. (1) Drug 1: CC1C(C(CC(O1)OC2CC(CC3=C2C(=C4C(=C3O)C(=O)C5=C(C4=O)C(=CC=C5)OC)O)(C(=O)CO)O)N)O. Drug 2: CC1CC(C(C(C=C(C(C(C=CC=C(C(=O)NC2=CC(=O)C(=C(C1)C2=O)OC)C)OC)OC(=O)N)C)C)O)OC. Cell line: HCT116. Synergy scores: CSS=68.3, Synergy_ZIP=0.576, Synergy_Bliss=-1.30, Synergy_Loewe=-2.75, Synergy_HSA=2.76. (2) Drug 1: C1C(C(OC1N2C=NC3=C(N=C(N=C32)Cl)N)CO)O. Drug 2: C(CCl)NC(=O)N(CCCl)N=O. Cell line: RXF 393. Synergy scores: CSS=-10.7, Synergy_ZIP=5.34, Synergy_Bliss=1.63, Synergy_Loewe=-8.84, Synergy_HSA=-8.34. (3) Drug 1: C1CCC(C1)C(CC#N)N2C=C(C=N2)C3=C4C=CNC4=NC=N3. Drug 2: C1CC(C1)(C(=O)O)C(=O)O.[NH2-].[NH2-].[Pt+2]. Cell line: OVCAR3. Synergy scores: CSS=35.7, Synergy_ZIP=2.28, Synergy_Bliss=-0.580, Synergy_Loewe=-3.67, Synergy_HSA=-3.84.